This data is from Forward reaction prediction with 1.9M reactions from USPTO patents (1976-2016). The task is: Predict the product of the given reaction. (1) Given the reactants [OH:1][C:2]1[CH:9]=[CH:8][CH:7]=[C:6]([O:10][CH2:11][O:12][CH3:13])[C:3]=1[CH:4]=[O:5].Cl[CH2:15][CH:16]1[CH2:21][CH2:20][CH2:19][CH2:18][CH:17]1[N:22]1[CH2:28][C@H:27]2[O:29][C@@H:24]([CH2:25][CH2:26]2)[CH2:23]1.C(=O)([O-])[O-].[K+].[K+], predict the reaction product. The product is: [CH:27]12[O:29][CH:24]([CH2:25][CH2:26]1)[CH2:23][N:22]([C@@H:17]1[CH2:18][CH2:19][CH2:20][CH2:21][C@H:16]1[CH2:15][O:1][C:2]1[CH:9]=[CH:8][CH:7]=[C:6]([O:10][CH2:11][O:12][CH3:13])[C:3]=1[CH:4]=[O:5])[CH2:28]2. (2) Given the reactants [CH:1]#[C:2][CH2:3][CH2:4][CH2:5][CH2:6][CH2:7][CH3:8].C(C([BH:17]C(C(C)C)C=C(C)C)C=C(C)C)(C)C.C=O.[OH:28][C:29]([C:32]([OH:35])([CH3:34])[CH3:33])([CH3:31])[CH3:30], predict the reaction product. The product is: [CH3:30][C:29]1([CH3:31])[C:32]([CH3:34])([CH3:33])[O:35][B:17](/[CH:1]=[CH:2]/[CH2:3][CH2:4][CH2:5][CH2:6][CH2:7][CH3:8])[O:28]1. (3) Given the reactants Cl.[N:2]1[CH:7]=[CH:6][CH:5]=[C:4]([C:8]2[CH:9]=[N:10][C:11]3[N:12]([N:14]=[CH:15][C:16]=3[C:17]3[CH:18]=[C:19]([C:22]([OH:24])=O)[S:20][CH:21]=3)[CH:13]=2)[CH:3]=1.[F:25][C:26]([F:37])([F:36])[CH:27]([C:29]1[CH:34]=[CH:33][CH:32]=[C:31]([CH3:35])[N:30]=1)[NH2:28].F[P-](F)(F)(F)(F)F.N1(O[P+](N(C)C)(N(C)C)N(C)C)C2C=CC=CC=2N=N1.C(N(CC)C(C)C)(C)C, predict the reaction product. The product is: [N:2]1[CH:7]=[CH:6][CH:5]=[C:4]([C:8]2[CH:9]=[N:10][C:11]3[N:12]([N:14]=[CH:15][C:16]=3[C:17]3[CH:18]=[C:19]([C:22]([NH:28][CH:27]([C:29]4[CH:34]=[CH:33][CH:32]=[C:31]([CH3:35])[N:30]=4)[C:26]([F:25])([F:36])[F:37])=[O:24])[S:20][CH:21]=3)[CH:13]=2)[CH:3]=1. (4) Given the reactants Br[C:2]1[CH:3]=[CH:4][C:5]([N:10]([CH3:12])[CH3:11])=[N:6][C:7]=1[O:8][CH3:9].C([Li])CCC.CC1CCCO1.[CH3:24][O:25][C:26]([C:28]1[C:36]2[C:31](=[CH:32][C:33]([Cl:38])=[C:34](Br)[CH:35]=2)[N:30]([S:39]([C:42]2[CH:47]=[CH:46][C:45]([CH3:48])=[CH:44][CH:43]=2)(=[O:41])=[O:40])[CH:29]=1)=[O:27], predict the reaction product. The product is: [CH3:24][O:25][C:26]([C:28]1[C:36]2[C:31](=[CH:32][C:33]([Cl:38])=[C:34]([C:2]3[C:7]([O:8][CH3:9])=[N:6][C:5]([N:10]([CH3:12])[CH3:11])=[CH:4][CH:3]=3)[CH:35]=2)[N:30]([S:39]([C:42]2[CH:47]=[CH:46][C:45]([CH3:48])=[CH:44][CH:43]=2)(=[O:41])=[O:40])[CH:29]=1)=[O:27]. (5) Given the reactants C1(P(C2C=CC=CC=2)C2C=CC=CC=2)C=CC=CC=1.[CH3:20][CH2:21][O:22][C:23](/N=N/[C:23]([O:22][CH2:21][CH3:20])=[O:24])=[O:24].C1(C)C=CC=CC=1.C(OC(=O)[CH:43]([C:47]1[CH:52]=[C:51]([F:53])[C:50]([OH:54])=[C:49]([F:55])[CH:48]=1)[CH2:44][CH:45]=O)C.[C:57]([O:61][C:62]([N:64]1[CH2:69][CH2:68][CH:67](O)[CH2:66][CH2:65]1)=[O:63])([CH3:60])([CH3:59])[CH3:58].C1C[O:74]CC1, predict the reaction product. The product is: [C:57]([O:61][C:62]([N:64]1[CH2:69][CH2:68][CH:67]([O:54][C:50]2[C:49]([F:55])=[CH:48][C:47]([C:43](=[O:74])[CH2:44][CH2:45][C:23]([O:22][CH2:21][CH3:20])=[O:24])=[CH:52][C:51]=2[F:53])[CH2:66][CH2:65]1)=[O:63])([CH3:60])([CH3:59])[CH3:58]. (6) Given the reactants [C:1]1([NH2:7])[CH:6]=[CH:5][CH:4]=[CH:3][CH:2]=1.C(=O)([O-])[O-].[K+].[K+].Br[C:15]1[C:32]2[C:23](=[CH:24][C:25]3[CH:26]=[CH:27][CH:28]=[CH:29][C:30]=3[CH:31]=2)[CH:22]=[C:21]2[C:16]=1[C:17]1[CH:48]=[CH:47][C:46]3[C:33](=[CH:34][C:35]4[C:44]([CH:45]=3)=[CH:43][C:42]3[C:37](=[CH:38][C:39](Br)=[CH:40][CH:41]=3)[CH:36]=4)[C:18]=1[CH:19]=[CH:20]2, predict the reaction product. The product is: [C:1]1([NH:7][C:15]2[C:32]3[C:23](=[CH:24][C:25]4[CH:26]=[CH:27][CH:28]=[CH:29][C:30]=4[CH:31]=3)[CH:22]=[C:21]3[C:16]=2[C:17]2[CH:48]=[CH:47][C:46]4[C:33](=[CH:34][C:35]5[C:44]([CH:45]=4)=[CH:43][C:42]4[C:37](=[CH:38][C:39]([NH:7][C:1]6[CH:6]=[CH:5][CH:4]=[CH:3][CH:2]=6)=[CH:40][CH:41]=4)[CH:36]=5)[C:18]=2[CH:19]=[CH:20]3)[CH:6]=[CH:5][CH:4]=[CH:3][CH:2]=1. (7) Given the reactants [N+:1]([C:4]1[CH:9]=[C:8]([N+:10]([O-])=O)[CH:7]=[CH:6][C:5]=1/[CH:13]=[CH:14]/[C:15]([O:17][CH2:18][CH3:19])=[O:16])([O-])=O, predict the reaction product. The product is: [CH2:18]([O:17][C:15](=[O:16])[CH2:14][CH2:13][C:5]1[CH:6]=[CH:7][C:8]([NH2:10])=[CH:9][C:4]=1[NH2:1])[CH3:19]. (8) Given the reactants [C:1]([C:3]1[C:4]([O:19][CH:20]([CH3:22])[CH3:21])=[CH:5][C:6]([NH:9][C:10](=[O:18])OC2C=CC=CC=2)=[N:7][CH:8]=1)#[N:2].C(C1C=CC(NC([N:34]2[CH2:40][CH2:39][CH2:38][CH2:37][C:36]3[CH:41]=[CH:42][C:43]([CH:45]([O:48]C)OC)=[N:44][C:35]2=3)=O)=NC=1)#N.[CH3:50][N:51]([CH:53]=[O:54])[CH3:52], predict the reaction product. The product is: [C:1]([C:3]1[C:4]([O:19][CH:20]([CH3:21])[CH3:22])=[CH:5][C:6]([NH:9][C:10]([N:34]2[C:35]3[C:36](=[CH:41][C:42]([CH2:50][N:51]4[CH2:52][CH2:52][N:51]([CH3:53])[CH2:50][C:53]4=[O:54])=[C:43]([CH:45]=[O:48])[N:44]=3)[CH2:37][CH2:38][C@@H:40]2[CH3:39])=[O:18])=[N:7][CH:8]=1)#[N:2].